Task: Predict which catalyst facilitates the given reaction.. Dataset: Catalyst prediction with 721,799 reactions and 888 catalyst types from USPTO (1) Reactant: [CH:1]1([C@@:6]([OH:23])([C:18]2[S:19][CH:20]=[CH:21][CH:22]=2)[C:7]([O:9][C@H:10]2[CH2:15][CH2:14][C@H:13]([NH:16][CH3:17])[CH2:12][CH2:11]2)=[O:8])[CH2:5][CH2:4][CH2:3][CH2:2]1.[I-].[Na+].CCN(C(C)C)C(C)C.CS(O[CH2:40][CH2:41][CH2:42][N:43]1[C:47]2[CH:48]=[CH:49][C:50]([CH:52]=[O:53])=[CH:51][C:46]=2[N:45]=[N:44]1)(=O)=O. Product: [CH:1]1([C@@:6]([OH:23])([C:18]2[S:19][CH:20]=[CH:21][CH:22]=2)[C:7]([O:9][C@H:10]2[CH2:15][CH2:14][C@H:13]([N:16]([CH2:40][CH2:41][CH2:42][N:43]3[C:47]4[CH:48]=[CH:49][C:50]([CH:52]=[O:53])=[CH:51][C:46]=4[N:45]=[N:44]3)[CH3:17])[CH2:12][CH2:11]2)=[O:8])[CH2:5][CH2:4][CH2:3][CH2:2]1. The catalyst class is: 3. (2) Reactant: C([O:8][C:9]1[C:14]([C:15]([CH3:18])([CH3:17])[CH3:16])=[CH:13][CH:12]=[CH:11][C:10]=1[C:19]([C:27]1[C:28]([O:39][CH3:40])=[C:29]([C:33]2[CH:38]=[CH:37][CH:36]=[CH:35][CH:34]=2)[CH:30]=[CH:31][CH:32]=1)([C:21]1[CH:26]=[CH:25][CH:24]=[CH:23][CH:22]=1)O)C1C=CC=CC=1.[PH2](O)=O. Product: [C:15]([C:14]1[CH:13]=[CH:12][CH:11]=[C:10]([CH:19]([C:27]2[C:28]([O:39][CH3:40])=[C:29]([C:33]3[CH:34]=[CH:35][CH:36]=[CH:37][CH:38]=3)[CH:30]=[CH:31][CH:32]=2)[C:21]2[CH:26]=[CH:25][CH:24]=[CH:23][CH:22]=2)[C:9]=1[OH:8])([CH3:18])([CH3:16])[CH3:17]. The catalyst class is: 10. (3) Reactant: [CH3:1][C:2]1[C:7]([OH:8])=[CH:6][CH:5]=[CH:4][N:3]=1.[Cl:9][C:10]1[C:15]([CH3:16])=[C:14](Cl)[N:13]=[CH:12][N:11]=1.CC(N(C)C)=O.C(=O)([O-])[O-].[K+].[K+]. Product: [Cl:9][C:10]1[C:15]([CH3:16])=[C:14]([O:8][C:7]2[C:2]([CH3:1])=[N:3][CH:4]=[CH:5][CH:6]=2)[N:13]=[CH:12][N:11]=1. The catalyst class is: 6. (4) Product: [CH3:15][O:16][C:17](=[O:20])[CH2:18][N:12]1[CH2:13][CH2:14][CH:9]([C:5]2[CH:6]=[CH:7][CH:8]=[C:3]([O:2][CH3:1])[CH:4]=2)[CH2:10][CH2:11]1. Reactant: [CH3:1][O:2][C:3]1[CH:4]=[C:5]([CH:9]2[CH2:14][CH2:13][NH:12][CH2:11][CH2:10]2)[CH:6]=[CH:7][CH:8]=1.[CH3:15][O:16][C:17](=[O:20])[CH2:18]Br.C(N(C(C)C)CC)(C)C. The catalyst class is: 5. (5) Reactant: [H-].[Na+].[Cl:3][C:4]1[N:5]=[CH:6][C:7]2[NH:13][C:12](=[O:14])[C:11]([CH3:16])([CH3:15])[CH2:10][N:9]([C@@H:17]3[CH2:21][CH2:20][C:19]([F:23])([F:22])[CH2:18]3)[C:8]=2[N:24]=1.[CH3:25]I. Product: [Cl:3][C:4]1[N:5]=[CH:6][C:7]2[N:13]([CH3:25])[C:12](=[O:14])[C:11]([CH3:16])([CH3:15])[CH2:10][N:9]([C@@H:17]3[CH2:21][CH2:20][C:19]([F:23])([F:22])[CH2:18]3)[C:8]=2[N:24]=1. The catalyst class is: 44. (6) Reactant: [C:1]([O-])(=O)C.[NH2:5][C:6]1[CH:11]=[C:10]([NH2:12])[C:9]([C:13]#[N:14])=[CH:8][NH+:7]=1.C(O)=O.[Cl:18][C:19]1[CH:26]=[CH:25][C:22]([CH2:23][NH2:24])=[CH:21][CH:20]=1.[CH3:27][S:28]([OH:31])(=[O:30])=[O:29]. Product: [S:28]([OH:31])(=[O:30])(=[O:29])[CH3:27].[NH2:5][C:6]1[N:7]=[CH:8][C:9]2[C:13]([NH:24][CH2:23][C:22]3[CH:25]=[CH:26][C:19]([Cl:18])=[CH:20][CH:21]=3)=[N:14][CH:1]=[N:12][C:10]=2[CH:11]=1. The catalyst class is: 21.